Dataset: Forward reaction prediction with 1.9M reactions from USPTO patents (1976-2016). Task: Predict the product of the given reaction. (1) Given the reactants [CH3:1][O:2][C:3](=[O:23])[C:4]([NH:19][C:20](=O)C)=[CH:5][C:6]1[CH:11]=[CH:10][CH:9]=[C:8]([F:12])[C:7]=1C1OCCCO1.C1(C)C=CC(S([O-])(=O)=O)=CC=1.[NH+]1C=CC=CC=1, predict the reaction product. The product is: [CH3:1][O:2][C:3]([C:4]1[N:19]=[CH:20][C:7]2[C:6]([CH:5]=1)=[CH:11][CH:10]=[CH:9][C:8]=2[F:12])=[O:23]. (2) The product is: [ClH:26].[C:1]([C:5]1[N:9]([CH2:10][CH:11]2[CH2:12][CH2:13][O:14][CH2:15][CH2:16]2)[C:8]2[CH:17]=[CH:18][C:19]([S:21]([CH2:24][CH3:25])(=[O:23])=[O:22])=[CH:20][C:7]=2[N:6]=1)([CH3:4])([CH3:2])[CH3:3]. Given the reactants [C:1]([C:5]1[N:9]([CH2:10][CH:11]2[CH2:16][CH2:15][O:14][CH2:13][CH2:12]2)[C:8]2[CH:17]=[CH:18][C:19]([S:21]([CH2:24][CH3:25])(=[O:23])=[O:22])=[CH:20][C:7]=2[N:6]=1)([CH3:4])([CH3:3])[CH3:2].[ClH:26], predict the reaction product. (3) Given the reactants [NH2:1][C:2]1[CH:7]=[CH:6][CH:5]=[C:4]([Br:8])[C:3]=1[NH:9][C:10](=[O:12])[CH3:11].[C:13](Cl)(Cl)=[O:14], predict the reaction product. The product is: [C:10]([N:9]1[C:3]2[C:4]([Br:8])=[CH:5][CH:6]=[CH:7][C:2]=2[NH:1][C:13]1=[O:14])(=[O:12])[CH3:11]. (4) Given the reactants [CH2:1]([NH:8][C:9](=[O:28])[C@@H:10]([CH2:19][O:20][CH2:21][C:22]1[CH:27]=[CH:26][CH:25]=[CH:24][CH:23]=1)[NH:11]C(OC(C)(C)C)=O)[C:2]1[CH:7]=[CH:6][CH:5]=[CH:4][CH:3]=1.FC(F)(F)C(O)=O, predict the reaction product. The product is: [CH2:1]([NH:8][C:9](=[O:28])[C@@H:10]([CH2:19][O:20][CH2:21][C:22]1[CH:27]=[CH:26][CH:25]=[CH:24][CH:23]=1)[NH2:11])[C:2]1[CH:3]=[CH:4][CH:5]=[CH:6][CH:7]=1. (5) Given the reactants [F:1][C:2]1[N:12]=[CH:11][C:5]2[N:6]=[CH:7][NH:8][C:9](=O)[C:4]=2[CH:3]=1.S(Cl)([Cl:15])=O, predict the reaction product. The product is: [Cl:15][C:9]1[C:4]2[CH:3]=[C:2]([F:1])[N:12]=[CH:11][C:5]=2[N:6]=[CH:7][N:8]=1. (6) Given the reactants [NH2:1][C:2]1[N:7]=[C:6]([C:8]2[CH:16]=[C:15]3[C:11]([C:12]([NH2:17])=[N:13][NH:14]3)=[CH:10][CH:9]=2)[CH:5]=[C:4](S(C)(=O)=O)[N:3]=1.[CH:22]1([NH2:25])[CH2:24][CH2:23]1.CCN(C(C)C)C(C)C, predict the reaction product. The product is: [NH2:17][C:12]1[C:11]2[C:15](=[CH:16][C:8]([C:6]3[N:7]=[C:2]([NH2:1])[N:3]=[C:4]([NH:25][CH:22]4[CH2:24][CH2:23]4)[CH:5]=3)=[CH:9][CH:10]=2)[NH:14][N:13]=1. (7) Given the reactants C(OC(=O)[NH:7][C@H:8]1[CH2:13][CH2:12][C@@H:11]([OH:14])[CH2:10][CH2:9]1)(C)(C)C.[H-].[Na+].Cl[C:19]1[C:28]2[C:23](=[CH:24][C:25](F)=[C:26]([Cl:29])[CH:27]=2)[CH:22]=[CH:21][N:20]=1.C([OH:38])C1C=CC=CC=1.Cl.[OH-].[Na+], predict the reaction product. The product is: [NH2:7][C@@H:8]1[CH2:9][CH2:10][C@H:11]([O:14][C:25]2[CH:24]=[C:23]3[C:28](=[CH:27][C:26]=2[Cl:29])[C:19](=[O:38])[NH:20][CH:21]=[CH:22]3)[CH2:12][CH2:13]1. (8) The product is: [CH:11]([C:9]1[CH:10]=[C:2]2[C:3]([C:4](=[O:5])[NH:16][CH:14]=[N:1]2)=[CH:7][CH:8]=1)([CH3:13])[CH3:12]. Given the reactants [NH2:1][C:2]1[CH:10]=[C:9]([CH:11]([CH3:13])[CH3:12])[CH:8]=[CH:7][C:3]=1[C:4](O)=[O:5].[CH:14]([NH2:16])=O, predict the reaction product. (9) Given the reactants C(OC1(C)CCC2C(C)(C)C2(C2C(F)=CC(OCC3(F)CCN(C(OC(C)(C)C)=O)CC3)=C(C3CC3)C=2)C1=O)(C)(C)C.[F:43][C:44]1[CH:49]=[CH:48][C:47]([CH:50]([C:76]2[CH:81]=[CH:80][C:79]([F:82])=[CH:78][CH:77]=2)[N:51]2[CH2:56][CH2:55][CH:54]([CH2:57][O:58][C:59]3[C:71]([CH:72]4[CH2:74][CH2:73]4)=[CH:70][C:62]([C:63]([O:65]C(C)(C)C)=[O:64])=[C:61]([F:75])[CH:60]=3)[CH2:53][CH2:52]2)=[CH:46][CH:45]=1, predict the reaction product. The product is: [F:82][C:79]1[CH:78]=[CH:77][C:76]([CH:50]([C:47]2[CH:48]=[CH:49][C:44]([F:43])=[CH:45][CH:46]=2)[N:51]2[CH2:56][CH2:55][CH:54]([CH2:57][O:58][C:59]3[C:71]([CH:72]4[CH2:74][CH2:73]4)=[CH:70][C:62]([C:63]([OH:65])=[O:64])=[C:61]([F:75])[CH:60]=3)[CH2:53][CH2:52]2)=[CH:81][CH:80]=1.